From a dataset of Retrosynthesis with 50K atom-mapped reactions and 10 reaction types from USPTO. Predict the reactants needed to synthesize the given product. (1) Given the product CC(C)(C)NC(=O)C(CO)NC(=O)N1CCC(=C2c3ccccc3C=Cc3ccccc32)CC1, predict the reactants needed to synthesize it. The reactants are: CC(C)(C)NC(=O)C(CO[Si](C)(C)C(C)(C)C)NC(=O)N1CCC(=C2c3ccccc3C=Cc3ccccc32)CC1. (2) Given the product Oc1cc2c(c3ccccc13)[C@H](CCl)CN2, predict the reactants needed to synthesize it. The reactants are: CC(C)(C)OC(=O)N1C[C@@H](CCl)c2c1cc(O)c1ccccc21. (3) Given the product Cc1c(-c2ccc(Oc3ccccc3)cc2)c2c(N)ncnc2n1C[C@@H]1CCCN1C(=O)C(C#N)=CC(C)(C)N(C)C, predict the reactants needed to synthesize it. The reactants are: CN(C)C(C)(C)C=O.Cc1c(-c2ccc(Oc3ccccc3)cc2)c2c(N)ncnc2n1C[C@@H]1CCCN1C(=O)CC#N. (4) Given the product COc1ccc(COC(=O)Cc2ccccc2O)cc1, predict the reactants needed to synthesize it. The reactants are: COc1ccc(CCl)cc1.O=C(O)Cc1ccccc1O. (5) Given the product CC(=O)CCn1cnc2c1c(=O)n(CC1CC1)c(=O)n2CC1CCCCC1, predict the reactants needed to synthesize it. The reactants are: BrCC1CCCCC1.CC(=O)CCn1cnc2[nH]c(=O)n(CC3CC3)c(=O)c21. (6) Given the product Cc1ccc2c(c1)N(CC(=O)c1ccccc1C)C(=O)C(N)CN2C(=O)OCc1ccccc1, predict the reactants needed to synthesize it. The reactants are: Cc1ccc2c(c1)N(CC(=O)c1ccccc1C)C(=O)C(NC(=O)OC(C)(C)C)CN2C(=O)OCc1ccccc1. (7) Given the product C[C@H](O)[C@H](CO)N(Cc1ccc(OC(F)F)cc1F)S(=O)(=O)c1ccc(Cl)cc1, predict the reactants needed to synthesize it. The reactants are: C[C@H](O)[C@H](CO)NS(=O)(=O)c1ccc(Cl)cc1.Fc1cc(OC(F)F)ccc1CBr. (8) Given the product CNC(=O)c1ccccc1Nc1nc(Nc2cc3c(cc2OC)N(C)C(=O)OCC3)ncc1Cl, predict the reactants needed to synthesize it. The reactants are: CNC(=O)c1ccccc1Nc1nc(Cl)ncc1Cl.COc1cc2c(cc1N)CCOC(=O)N2C. (9) The reactants are: CCOc1ccc(Br)cc1C(=O)O.COC(=O)[C@H](N)Cc1c[nH]c2ccccc12. Given the product CCOc1ccc(Br)cc1C(=O)N[C@H](Cc1c[nH]c2ccccc12)C(=O)OC, predict the reactants needed to synthesize it.